From a dataset of Forward reaction prediction with 1.9M reactions from USPTO patents (1976-2016). Predict the product of the given reaction. (1) Given the reactants [CH:1]1([C:4](=O)[CH2:5][C:6]#[N:7])[CH2:3][CH2:2]1.C([O-])(=O)C.[Na+].Cl.[CH:15]([NH:18][NH2:19])([CH3:17])[CH3:16], predict the reaction product. The product is: [CH:1]1([C:4]2[CH:5]=[C:6]([NH2:7])[N:18]([CH:15]([CH3:17])[CH3:16])[N:19]=2)[CH2:3][CH2:2]1. (2) The product is: [CH3:2][O:18][C:17](=[O:19])[CH:16]([NH:15][C:13]([O:12][C:8]([CH3:11])([CH3:9])[CH3:10])=[O:14])[CH2:20][C:21]1[CH:26]=[CH:25][C:24]([OH:27])=[CH:23][C:22]=1[F:28]. Given the reactants [Si](C=[N+]=[N-])(C)(C)[CH3:2].[C:8]([O:12][C:13]([NH:15][CH:16]([CH2:20][C:21]1[CH:26]=[CH:25][C:24]([OH:27])=[CH:23][C:22]=1[F:28])[C:17]([OH:19])=[O:18])=[O:14])([CH3:11])([CH3:10])[CH3:9], predict the reaction product. (3) Given the reactants [Cl:1][C:2]1[CH:3]=[C:4]([N:8]2[CH2:13][CH2:12][N:11]([C:14]([C:16]3[N:17]([C:22]4[CH:27]=[CH:26][CH:25]=[CH:24][CH:23]=4)[N:18]=[C:19]([CH3:21])[CH:20]=3)=[O:15])[CH2:10][CH2:9]2)[CH:5]=[CH:6][CH:7]=1.[Br:28]N1C(=O)CCC1=O.C(OOC(=O)C1C=CC=CC=1)(=O)C1C=CC=CC=1.C(=O)([O-])[O-].[K+].[K+], predict the reaction product. The product is: [Br:28][C:5]1[CH:6]=[CH:7][C:2]([Cl:1])=[CH:3][C:4]=1[N:8]1[CH2:9][CH2:10][N:11]([C:14]([C:16]2[N:17]([C:22]3[CH:23]=[CH:24][CH:25]=[CH:26][CH:27]=3)[N:18]=[C:19]([CH3:21])[CH:20]=2)=[O:15])[CH2:12][CH2:13]1. (4) Given the reactants [CH3:1][C:2]1[CH:3]=[C:4]([OH:17])[CH:5]=[CH:6][C:7]=1[CH2:8][CH2:9][CH2:10][CH2:11][N:12]1[CH:16]=[CH:15][N:14]=[N:13]1.C(=O)([O-])[O-].[Cs+].[Cs+].Cl[CH2:25][C:26]1[N:27]=[C:28]([CH:31]=[CH:32][C:33]2[CH:38]=[CH:37][C:36]([S:39]([C:42]([F:45])([F:44])[F:43])(=[O:41])=[O:40])=[CH:35][CH:34]=2)[O:29][CH:30]=1.[I-].[K+], predict the reaction product. The product is: [CH3:1][C:2]1[CH:3]=[C:4]([O:17][CH2:25][C:26]2[N:27]=[C:28]([CH:31]=[CH:32][C:33]3[CH:34]=[CH:35][C:36]([S:39]([C:42]([F:45])([F:43])[F:44])(=[O:41])=[O:40])=[CH:37][CH:38]=3)[O:29][CH:30]=2)[CH:5]=[CH:6][C:7]=1[CH2:8][CH2:9][CH2:10][CH2:11][N:12]1[CH:16]=[CH:15][N:14]=[N:13]1. (5) Given the reactants [CH3:1][O:2][C:3]1[CH:34]=[CH:33][C:6]([CH2:7][N:8]2[C:12]3[N:13]=[CH:14][C:15]4[CH2:16][N:17]([C:21]([NH:23][C:24]5[CH:25]=[C:26]([CH:30]=[CH:31][CH:32]=5)[C:27]([OH:29])=O)=[O:22])[CH2:18][CH2:19][C:20]=4[C:11]=3[CH:10]=[N:9]2)=[CH:5][CH:4]=1.CCN(C(C)C)C(C)C.[Cl-].Cl[CH:46]1[N:50](C)CC[NH+:47]1C.O.[CH3:54][C:55](N(C)C)=[O:56], predict the reaction product. The product is: [O:56]1[CH:55]=[CH:54][C:46]([NH:50][C:27]([C:26]2[CH:25]=[C:24]([NH:23][C:21]([N:17]3[CH2:16][C:15]4[CH:14]=[N:13][C:12]5[NH:8][N:9]=[CH:10][C:11]=5[C:20]=4[CH2:19][CH2:18]3)=[O:22])[CH:32]=[CH:31][CH:30]=2)=[O:29])=[N:47]1.[O:56]1[CH:55]=[CH:54][C:46]([NH:50][C:27]([C:26]2[CH:25]=[C:24]([NH:23][C:21]([N:17]3[CH2:16][C:15]4[CH:14]=[N:13][C:12]5[N:8]([CH2:7][C:6]6[CH:33]=[CH:34][C:3]([O:2][CH3:1])=[CH:4][CH:5]=6)[N:9]=[CH:10][C:11]=5[C:20]=4[CH2:19][CH2:18]3)=[O:22])[CH:32]=[CH:31][CH:30]=2)=[O:29])=[N:47]1. (6) Given the reactants C(O[C:6]([NH:8][C@H:9]([CH:33]1[CH2:41][C:40]2[C:35](=[CH:36][CH:37]=[CH:38][CH:39]=2)[CH2:34]1)[C:10]([N:12]([C@H:22]([C:26]1[CH:31]=[CH:30][C:29]([F:32])=[CH:28][CH:27]=1)[C:23](O)=[O:24])[C@@H:13](C(OC)=O)[CH2:14][CH:15]([CH3:17])[CH3:16])=[O:11])=[O:7])(C)(C)C.C(N(C(C)C)CC)(C)C.[P].[F:52][C:53]([F:57])([F:56])[CH2:54][NH2:55], predict the reaction product. The product is: [CH2:41]1[C:40]2[C:35](=[CH:36][CH:37]=[CH:38][CH:39]=2)[CH2:34][CH:33]1[C@H:9]1[NH:8][C:6](=[O:7])[C@@H:13]([CH2:14][CH:15]([CH3:17])[CH3:16])[N:12]([C@H:22]([C:26]2[CH:27]=[CH:28][C:29]([F:32])=[CH:30][CH:31]=2)[C:23]([NH:55][CH2:54][C:53]([F:57])([F:56])[F:52])=[O:24])[C:10]1=[O:11]. (7) Given the reactants Cl[C:2]1[N:7]=[CH:6][N:5]=[C:4]([N:8]2[CH2:12][C@H:11]([C:13]3[CH:18]=[C:17]([F:19])[C:16]([F:20])=[CH:15][C:14]=3[F:21])[C@@H:10]([NH:22]C(=O)OC(C)(C)C)[CH2:9]2)[N:3]=1.[CH3:30][S:31]([C:34]1[CH:35]=[C:36](B(O)O)[CH:37]=[CH:38][CH:39]=1)(=[O:33])=[O:32].C([O-])([O-])=O.[Na+].[Na+], predict the reaction product. The product is: [CH3:30][S:31]([C:34]1[CH:39]=[C:38]([CH:9]2[CH:10]([NH2:22])[CH:11]([C:13]3[CH:18]=[C:17]([F:19])[C:16]([F:20])=[CH:15][C:14]=3[F:21])[CH2:12][N:8]2[C:4]2[N:5]=[CH:6][N:7]=[CH:2][N:3]=2)[CH:37]=[CH:36][CH:35]=1)(=[O:33])=[O:32]. (8) Given the reactants Cl[C:2]1[N:7]=[CH:6][N:5]([C:8]2[CH:13]=[CH:12][C:11]([O:14][CH2:15][C:16]([OH:19])([CH3:18])[CH3:17])=[C:10]([O:20][CH3:21])[CH:9]=2)[C:4](=[O:22])[CH:3]=1.[F:23][C:24]1[CH:29]=[CH:28][C:27]([CH2:30][SH:31])=[CH:26][CH:25]=1.C(=O)([O-])[O-].[K+].[K+], predict the reaction product. The product is: [F:23][C:24]1[CH:29]=[CH:28][C:27]([CH2:30][S:31][C:2]2[N:7]=[CH:6][N:5]([C:8]3[CH:13]=[CH:12][C:11]([O:14][CH2:15][C:16]([OH:19])([CH3:18])[CH3:17])=[C:10]([O:20][CH3:21])[CH:9]=3)[C:4](=[O:22])[CH:3]=2)=[CH:26][CH:25]=1. (9) Given the reactants [CH3:1][O:2][CH2:3][CH2:4][CH2:5][N:6]1[C:14]2[CH:13]=[C:12]([C:15]([O:17][CH2:18][CH3:19])=[O:16])[N:11]=[CH:10][C:9]=2[CH:8]=[CH:7]1.[Br:20]N1C(=O)CCC1=O.O, predict the reaction product. The product is: [Br:20][C:8]1[C:9]2[CH:10]=[N:11][C:12]([C:15]([O:17][CH2:18][CH3:19])=[O:16])=[CH:13][C:14]=2[N:6]([CH2:5][CH2:4][CH2:3][O:2][CH3:1])[CH:7]=1. (10) Given the reactants [O-]P([O-])([O-])=O.[K+].[K+].[K+].Br[C:10]1[CH:11]=[C:12]([CH:15]=[CH:16][CH:17]=1)[CH:13]=[O:14].[NH:18]1[CH2:23][CH2:22][O:21][CH2:20][CH2:19]1, predict the reaction product. The product is: [N:18]1([C:10]2[CH:11]=[C:12]([CH:15]=[CH:16][CH:17]=2)[CH:13]=[O:14])[CH2:23][CH2:22][O:21][CH2:20][CH2:19]1.